Dataset: Full USPTO retrosynthesis dataset with 1.9M reactions from patents (1976-2016). Task: Predict the reactants needed to synthesize the given product. Given the product [CH3:1][O:2][C:3]([C:5]1[CH:14]=[C:13]([OH:15])[C:12]2[C:7](=[C:8]([OH:17])[CH:9]=[CH:10][C:11]=2[Br:16])[N:6]=1)=[O:4], predict the reactants needed to synthesize it. The reactants are: [CH3:1][O:2][C:3]([C:5]1[CH:14]=[C:13]([OH:15])[C:12]2[C:7](=[C:8]([O:17]CC3C=CC=CC=3)[CH:9]=[CH:10][C:11]=2[Br:16])[N:6]=1)=[O:4].CN(C)C1C=CC=CC=1.[Cl-].[Al+3].[Cl-].[Cl-].